This data is from Reaction yield outcomes from USPTO patents with 853,638 reactions. The task is: Predict the reaction yield, written as a fraction of the theoretical maximum amount of product (1.0 means a 100% yield; for example, 0.34 means a 34% yield). (1) The reactants are Br[C:2]1[N:3]=[CH:4][C:5]([N:8]2[CH2:13][CH2:12][N:11]([C:14]([O:16][C:17]([CH3:20])([CH3:19])[CH3:18])=[O:15])[CH2:10][C@@H:9]2[CH3:21])=[N:6][CH:7]=1.[C:22]1([C:28]([C:30]2[CH:35]=[CH:34][CH:33]=[CH:32][CH:31]=2)=[NH:29])[CH:27]=[CH:26][CH:25]=[CH:24][CH:23]=1.C1C=CC(P(C2C=CC3C(=CC=CC=3)C=2C2C3C(=CC=CC=3)C=CC=2P(C2C=CC=CC=2)C2C=CC=CC=2)C2C=CC=CC=2)=CC=1.C([O-])([O-])=O.[Cs+].[Cs+]. The catalyst is C1C=CC(/C=C/C(/C=C/C2C=CC=CC=2)=O)=CC=1.C1C=CC(/C=C/C(/C=C/C2C=CC=CC=2)=O)=CC=1.C1C=CC(/C=C/C(/C=C/C2C=CC=CC=2)=O)=CC=1.[Pd].[Pd].O1CCOCC1. The product is [C:22]1([C:28](=[N:29][C:2]2[N:3]=[CH:4][C:5]([N:8]3[CH2:13][CH2:12][N:11]([C:14]([O:16][C:17]([CH3:20])([CH3:19])[CH3:18])=[O:15])[CH2:10][C@@H:9]3[CH3:21])=[N:6][CH:7]=2)[C:30]2[CH:31]=[CH:32][CH:33]=[CH:34][CH:35]=2)[CH:27]=[CH:26][CH:25]=[CH:24][CH:23]=1. The yield is 0.750. (2) The reactants are Br[C:2]1[N:3]=[CH:4][C:5]([NH2:15])=[N:6][C:7]=1[C:8]1[CH:13]=[CH:12][CH:11]=[C:10]([F:14])[CH:9]=1.CC1(C)C(C)(C)OB([C:24]2[CH:29]=[CH:28][N:27]=[CH:26][CH:25]=2)O1.C(=O)([O-])[O-].[Cs+].[Cs+]. The catalyst is ClCCl.[Pd](Cl)Cl.C1(P(C2C=CC=CC=2)[C-]2C=CC=C2)C=CC=CC=1.[C-]1(P(C2C=CC=CC=2)C2C=CC=CC=2)C=CC=C1.[Fe+2].O1CCOCC1. The product is [F:14][C:10]1[CH:9]=[C:8]([C:7]2[N:6]=[C:5]([NH2:15])[CH:4]=[N:3][C:2]=2[C:24]2[CH:29]=[CH:28][N:27]=[CH:26][CH:25]=2)[CH:13]=[CH:12][CH:11]=1. The yield is 0.600. (3) The reactants are C1CO[C:8]2[CH:7]=[CH:6][C:5]([NH:11][C:12]3[C:17]([F:18])=[CH:16][N:15]=[C:14]([NH:19][C:20]4[CH:25]=[CH:24][CH:23]=[C:22](O)C=4)[N:13]=3)=[CH:4][C:3]=2[O:2]1.Cl[C:28]1N=C(NC2C=CC=C(O)C=2)C(F)=C[N:29]=1.N1C=CC=C(CN)C=1. No catalyst specified. The product is [F:18][C:17]1[C:12]([NH:11][C:5]2[CH:6]=[CH:7][CH:8]=[C:3]([OH:2])[CH:4]=2)=[N:13][C:14]([NH:19][CH2:20][C:25]2[CH:28]=[N:29][CH:22]=[CH:23][CH:24]=2)=[N:15][CH:16]=1. The yield is 0.620. (4) The reactants are [Cl:1][C:2]1[N:6]2[CH:7]=[C:8]([C:15]3[CH:19]=[CH:18][O:17][CH:16]=3)[CH:9]=[C:10]([C:11]([F:14])([F:13])[F:12])[C:5]2=[N:4][C:3]=1[C:20]([OH:22])=O.[CH3:23][C@H:24]1[O:28][C:27](=[O:29])[N:26]([CH:30]2[CH2:35][CH2:34][NH:33][CH2:32][CH2:31]2)[C:25]1=[O:36].C(N(CC)C(C)C)(C)C.CN(C(ON1N=NC2C=CC=NC1=2)=[N+](C)C)C.F[P-](F)(F)(F)(F)F. The catalyst is CN(C=O)C.CCOC(C)=O. The product is [Cl:1][C:2]1[N:6]2[CH:7]=[C:8]([C:15]3[CH:19]=[CH:18][O:17][CH:16]=3)[CH:9]=[C:10]([C:11]([F:12])([F:13])[F:14])[C:5]2=[N:4][C:3]=1[C:20]([N:33]1[CH2:32][CH2:31][CH:30]([N:26]2[C:25](=[O:36])[C@@H:24]([CH3:23])[O:28][C:27]2=[O:29])[CH2:35][CH2:34]1)=[O:22]. The yield is 0.890. (5) The reactants are [C:1]1([C:7]2[C:8]3[C:13]([CH:14]=[C:15]4[C:20]=2[CH:19]=[CH:18][CH:17]=[CH:16]4)=[CH:12][CH:11]=[CH:10][CH:9]=3)[CH:6]=[CH:5][CH:4]=[CH:3][CH:2]=1.[Br:21]Br.S([O-])([O-])(=O)=S.[Na+].[Na+]. The catalyst is C(Cl)(Cl)(Cl)Cl. The product is [Br:21][C:14]1[C:13]2[C:8](=[CH:9][CH:10]=[CH:11][CH:12]=2)[C:7]([C:1]2[CH:2]=[CH:3][CH:4]=[CH:5][CH:6]=2)=[C:20]2[C:15]=1[CH:16]=[CH:17][CH:18]=[CH:19]2. The yield is 0.890. (6) The reactants are [C:1]([NH:3][C:4]([Cl:6])=[NH:5])#[N:2].O=P(Cl)(Cl)Cl.[CH3:12][N:13]([CH:15]=O)[CH3:14].O. The catalyst is ClCCl. The product is [Cl:6][C:4]1[N:3]=[CH:1][N:2]=[C:15]([N:13]([CH3:14])[CH3:12])[N:5]=1. The yield is 0.222.